Dataset: Retrosynthesis with 50K atom-mapped reactions and 10 reaction types from USPTO. Task: Predict the reactants needed to synthesize the given product. Given the product CCOC(=O)[C@H](CSCCc1ccccc1)NC(=O)C(CSC(C)=O)Cc1ccccc1, predict the reactants needed to synthesize it. The reactants are: CC(=O)SCC(Cc1ccccc1)C(=O)O.CCOC(=O)[C@@H](N)CSCCc1ccccc1.